Dataset: Catalyst prediction with 721,799 reactions and 888 catalyst types from USPTO. Task: Predict which catalyst facilitates the given reaction. (1) Reactant: Cl[CH2:2][CH2:3][NH:4][C:5](=[O:15])[C:6]1[CH:11]=[CH:10][C:9]([N+:12]([O-:14])=[O:13])=[CH:8][CH:7]=1.[H-].[Na+]. Product: [N+:12]([C:9]1[CH:10]=[CH:11][C:6]([C:5]2[O:15][CH2:2][CH2:3][N:4]=2)=[CH:7][CH:8]=1)([O-:14])=[O:13]. The catalyst class is: 1. (2) Reactant: [N:1]([C@@H:4]1[C:14]2[C:9](=[N:10][CH:11]=[CH:12][CH:13]=2)[C@H:8]([OH:15])[CH2:7][CH2:6][C@H:5]1[C:16]1[CH:21]=[C:20]([F:22])[CH:19]=[C:18]([F:23])[CH:17]=1)=[N+]=[N-].[O:24]=[C:25]1[NH:33][C:28]2=[N:29][CH:30]=[CH:31][CH:32]=[C:27]2[N:26]1[CH:34]1[CH2:39][CH2:38][N:37]([C:40](OC2C=CC([N+]([O-])=O)=CC=2)=[O:41])[CH2:36][CH2:35]1.C[Si]([N-][Si](C)(C)C)(C)C.[Na+]. Product: [O:24]=[C:25]1[NH:33][C:28]2=[N:29][CH:30]=[CH:31][CH:32]=[C:27]2[N:26]1[CH:34]1[CH2:35][CH2:36][N:37]([C:40]([O:15][C@H:8]2[C:9]3=[N:10][CH:11]=[CH:12][CH:13]=[C:14]3[C@@H:4]([NH2:1])[C@H:5]([C:16]3[CH:21]=[C:20]([F:22])[CH:19]=[C:18]([F:23])[CH:17]=3)[CH2:6][CH2:7]2)=[O:41])[CH2:38][CH2:39]1. The catalyst class is: 9. (3) Reactant: [OH:1][C:2]1[CH:7]=[CH:6][C:5]([CH2:8][C:9]([O:11][CH3:12])=[O:10])=[CH:4][CH:3]=1.[C:13](=O)([O-])[O-].[K+].[K+].IC. Product: [CH3:13][O:1][C:2]1[CH:3]=[CH:4][C:5]([CH2:8][C:9]([O:11][CH3:12])=[O:10])=[CH:6][CH:7]=1. The catalyst class is: 3. (4) Reactant: [CH3:1][N:2]([CH2:4][C:5]1[CH:10]=[CH:9][C:8]([C:11]2[CH:16]=[CH:15][CH:14]=[C:13]([N:17]3[C:22]4[N:23]=[CH:24][C:25]([F:27])=[CH:26][C:21]=4[C:20](=[O:28])[N:19]([C@@H:29]4[CH2:34][CH2:33][C@H:32]([NH:35]C(=O)OC(C)(C)C)[CH2:31][CH2:30]4)[C:18]3=[O:43])[CH:12]=2)=[CH:7][CH:6]=1)[CH3:3].Cl. Product: [NH2:35][C@@H:32]1[CH2:33][CH2:34][C@H:29]([N:19]2[C:20](=[O:28])[C:21]3[CH:26]=[C:25]([F:27])[CH:24]=[N:23][C:22]=3[N:17]([C:13]3[CH:12]=[C:11]([C:8]4[CH:7]=[CH:6][C:5]([CH2:4][N:2]([CH3:1])[CH3:3])=[CH:10][CH:9]=4)[CH:16]=[CH:15][CH:14]=3)[C:18]2=[O:43])[CH2:30][CH2:31]1. The catalyst class is: 12. (5) Reactant: [Cl:1][C:2]1[CH:12]=[C:11]([F:13])[C:10]([S:14]([NH:17][C:18]2[CH:23]=[CH:22][CH:21]=[CH:20][C:19]=2[F:24])(=[O:16])=[O:15])=[CH:9][C:3]=1[C:4]([O:6]CC)=[O:5].C(O)C.[OH-].[Na+].Cl. Product: [Cl:1][C:2]1[CH:12]=[C:11]([F:13])[C:10]([S:14]([NH:17][C:18]2[CH:23]=[CH:22][CH:21]=[CH:20][C:19]=2[F:24])(=[O:16])=[O:15])=[CH:9][C:3]=1[C:4]([OH:6])=[O:5]. The catalyst class is: 6. (6) Reactant: [CH3:1][O:2][C:3](=[O:22])[CH:4]([NH:11][C:12](OCC1C=CC=CC=1)=[O:13])[P:5]([O:9][CH3:10])([O:7][CH3:8])=[O:6].[CH3:23]C(OC(C)=O)=O. Product: [C:12]([NH:11][CH:4]([P:5]([O:9][CH3:10])([O:7][CH3:8])=[O:6])[C:3]([O:2][CH3:1])=[O:22])(=[O:13])[CH3:23]. The catalyst class is: 19. (7) The catalyst class is: 4. Reactant: [C:1](Cl)(=[O:6])[CH2:2][CH2:3][CH2:4][CH3:5].[NH2:8][C:9]1[CH:10]=[N:11][C:12]2[C:17]([C:18]=1[Cl:19])=[CH:16][CH:15]=[CH:14][CH:13]=2.C(N(CC)CC)C.C(=O)(O)[O-].[Na+]. Product: [Cl:19][C:18]1[C:17]2[C:12](=[CH:13][CH:14]=[CH:15][CH:16]=2)[N:11]=[CH:10][C:9]=1[NH:8][C:1](=[O:6])[CH2:2][CH2:3][CH2:4][CH3:5].